Regression/Classification. Given a drug SMILES string, predict its toxicity properties. Task type varies by dataset: regression for continuous values (e.g., LD50, hERG inhibition percentage) or binary classification for toxic/non-toxic outcomes (e.g., AMES mutagenicity, cardiotoxicity, hepatotoxicity). Dataset: herg_karim. From a dataset of hERG potassium channel inhibition data for cardiac toxicity prediction from Karim et al.. (1) The compound is CCOC(=O)COc1ccc2ncc(F)c(CCC34CCC(NCc5ccc6c(n5)NC(=O)CO6)(CC3)CO4)c2n1. The result is 1 (blocker). (2) The drug is O=C(NCCO)C1CCC(c2ncc(-c3cccc(C(F)(F)F)c3)[nH]2)CC1. The result is 1 (blocker). (3) The result is 0 (non-blocker). The drug is Cc1nc(C(=O)NCCN2CCN(c3cccc(Cl)c3Cl)CC2)c(C)n1-c1ccccc1. (4) The drug is CCN(CC)C(=O)c1ccc([C@H](c2cccc(NC(=O)OC)c2)N2CCN(Cc3cccnc3)CC2)cc1. The result is 0 (non-blocker). (5) The molecule is Clc1ccc(C2(c3nnc4c(C5CC5)cccn34)CC2)cc1. The result is 0 (non-blocker). (6) The result is 1 (blocker). The compound is COc1ccc(C2CN(NS(C)(=O)=O)C(=O)N2CCc2ccc(OC(F)(F)F)cc2)cc1. (7) The drug is Nc1ccnc(Nc2ccc(Oc3ccc(Cl)cc3)cc2)n1. The result is 1 (blocker). (8) The molecule is COC1COCCC1N[C@@H]1C[C@H]2CNC[C@@]2(C(=O)N2CCc3ncc(C(F)(F)F)cc3C2)C1. The result is 0 (non-blocker).